From a dataset of Full USPTO retrosynthesis dataset with 1.9M reactions from patents (1976-2016). Predict the reactants needed to synthesize the given product. (1) Given the product [OH:33][CH2:32][CH2:31][NH:30][C:16]([C@@H:9]1[CH2:10][C:11](=[N:13][O:14][CH3:15])[CH2:12][N:8]1[C:6](=[O:7])[CH2:27][CH2:26][CH2:25][CH2:24][CH2:23][CH2:22][CH2:21][CH3:20])=[O:18], predict the reactants needed to synthesize it. The reactants are: C(O[C:6]([N:8]1[CH2:12][C:11](=[N:13][O:14][CH3:15])[CH2:10][C@H:9]1[C:16]([OH:18])=O)=[O:7])(C)(C)C.C(O)(=O)[CH2:20][CH2:21][CH2:22][CH2:23][CH2:24][CH2:25][CH2:26][CH3:27].[NH2:30][CH2:31][CH2:32][OH:33]. (2) Given the product [F:8][C:7]1[C:2]2[NH:1][CH2:21][C:20]3[C:11]4=[C:12]([C:13](=[O:17])[N:14]([CH3:16])[CH:15]=[C:10]4[C:3]=2[CH:4]=[C:5]([F:9])[CH:6]=1)[NH:18][CH:19]=3, predict the reactants needed to synthesize it. The reactants are: [NH2:1][C:2]1[C:7]([F:8])=[CH:6][C:5]([F:9])=[CH:4][C:3]=1[C:10]1[C:11]2[CH:20]=[CH:19][NH:18][C:12]=2[C:13](=[O:17])[N:14]([CH3:16])[CH:15]=1.[CH2:21]=O.Cl.